From a dataset of Experimentally validated miRNA-target interactions with 360,000+ pairs, plus equal number of negative samples. Binary Classification. Given a miRNA mature sequence and a target amino acid sequence, predict their likelihood of interaction. The miRNA is mmu-miR-29b-3p with sequence UAGCACCAUUUGAAAUCAGUGUU. The protein sequence of the target gene is MAAALQRIEQLSSRVVRVLGCNPGPMTLQGTNTYLVGTGSRRILIDTGEPSVPEYISCLKQALVEFDTAIQEILVTHWHSDHSGGIVDICKNINNDTTYCIKKLRRNPQREEIIGNGEQQFIYIENGDVVKTEGATLRVLYTPGHTDDHMALLLEEENAIFSGDCILGEGTTIFEDLYDYMNSLNNLLKIKANIIYPGHGPVIHNAEAKILEYISHRNNREEQIISLFRDNFEKSFTVTELRTMIYKDVPENLHKMAEHNLLLHLRKLEKDGKIFYTTTPVKKWKAVL. Result: 1 (interaction).